This data is from Forward reaction prediction with 1.9M reactions from USPTO patents (1976-2016). The task is: Predict the product of the given reaction. (1) The product is: [CH2:1]([C:8]1[C:17]2[C:12](=[CH:13][CH:14]=[CH:15][CH:16]=2)[C:11]([N:18]2[CH2:23][CH2:22][N:21]([C:25]3[CH:30]=[CH:29][C:28]([C:31]([F:34])([F:33])[F:32])=[CH:27][CH:26]=3)[CH2:20][CH2:19]2)=[N:10][N:9]=1)[C:2]1[CH:3]=[CH:4][CH:5]=[CH:6][CH:7]=1. Given the reactants [CH2:1]([C:8]1[C:17]2[C:12](=[CH:13][CH:14]=[CH:15][CH:16]=2)[C:11]([N:18]2[CH2:23][CH2:22][NH:21][CH2:20][CH2:19]2)=[N:10][N:9]=1)[C:2]1[CH:7]=[CH:6][CH:5]=[CH:4][CH:3]=1.Br[C:25]1[CH:30]=[CH:29][C:28]([C:31]([F:34])([F:33])[F:32])=[CH:27][CH:26]=1.CC(C)([O-])C.[K+].CC(C1C=C(C(C)C)C(C2C=CC=CC=2P(C2CCCCC2)C2CCCCC2)=C(C(C)C)C=1)C, predict the reaction product. (2) Given the reactants [CH2:1]([NH:8][C:9]([NH:11][C:12]1[CH:17]=[CH:16][CH:15]=[C:14]([CH2:18][C:19]2([CH3:24])OCC[O:20]2)[CH:13]=1)=[O:10])[C:2]1[CH:7]=[CH:6][CH:5]=[CH:4][CH:3]=1.O, predict the reaction product. The product is: [CH2:1]([NH:8][C:9]([NH:11][C:12]1[CH:17]=[CH:16][CH:15]=[C:14]([CH2:18][C:19](=[O:20])[CH3:24])[CH:13]=1)=[O:10])[C:2]1[CH:3]=[CH:4][CH:5]=[CH:6][CH:7]=1. (3) Given the reactants [CH3:1][N:2]([CH2:10][C:11]1[CH:15]=[C:14]([C:16]2[C:17](=[O:23])[N:18]([CH3:22])[CH:19]=[CH:20][CH:21]=2)[N:13]([S:24]([C:27]2[CH:32]=[CH:31][CH:30]=[CH:29][CH:28]=2)(=[O:26])=[O:25])[CH:12]=1)C(=O)OC(C)(C)C.C(OCC)(=O)C.[ClH:39], predict the reaction product. The product is: [ClH:39].[CH3:22][N:18]1[CH:19]=[CH:20][CH:21]=[C:16]([C:14]2[N:13]([S:24]([C:27]3[CH:28]=[CH:29][CH:30]=[CH:31][CH:32]=3)(=[O:26])=[O:25])[CH:12]=[C:11]([CH2:10][NH:2][CH3:1])[CH:15]=2)[C:17]1=[O:23]. (4) Given the reactants [Si:1]([O:8][CH2:9][C@H:10]([C:24]1[S:28][C:27]([CH2:29][NH:30][C:31](=[O:51])[C@H:32]([CH:38]([C:45]2[CH:50]=[CH:49][CH:48]=[CH:47][CH:46]=2)[C:39]2[CH:44]=[CH:43][CH:42]=[CH:41][CH:40]=2)[NH:33][C:34]([O:36][CH3:37])=[O:35])=[CH:26][CH:25]=1)[NH:11][S:12]([C:15]1[CH:20]=[CH:19][C:18]([N+:21]([O-:23])=[O:22])=[CH:17][CH:16]=1)(=[O:14])=[O:13])([C:4]([CH3:7])([CH3:6])[CH3:5])([CH3:3])[CH3:2].C1C=CC(P(C2C=CC=CC=2)C2C=CC=CC=2)=CC=1.[CH2:71](O)[CH:72]([CH3:74])[CH3:73].CC(OC(/N=N/C(OC(C)C)=O)=O)C, predict the reaction product. The product is: [Si:1]([O:8][CH2:9][C@H:10]([C:24]1[S:28][C:27]([CH2:29][NH:30][C:31](=[O:51])[C@H:32]([CH:38]([C:39]2[CH:44]=[CH:43][CH:42]=[CH:41][CH:40]=2)[C:45]2[CH:50]=[CH:49][CH:48]=[CH:47][CH:46]=2)[NH:33][C:34]([O:36][CH3:37])=[O:35])=[CH:26][CH:25]=1)[N:11]([CH2:71][CH:72]([CH3:74])[CH3:73])[S:12]([C:15]1[CH:16]=[CH:17][C:18]([N+:21]([O-:23])=[O:22])=[CH:19][CH:20]=1)(=[O:13])=[O:14])([C:4]([CH3:7])([CH3:5])[CH3:6])([CH3:2])[CH3:3]. (5) Given the reactants Br[C:2]1[CH:7]=[CH:6][CH:5]=[CH:4][C:3]=1[C:8]([F:11])([F:10])[F:9].[Li]CCCC.[C:17]1(=[O:22])[CH2:21][CH2:20][CH2:19][CH2:18]1, predict the reaction product. The product is: [F:9][C:8]([F:11])([F:10])[C:3]1[CH:4]=[CH:5][CH:6]=[CH:7][C:2]=1[C:17]1([OH:22])[CH2:21][CH2:20][CH2:19][CH2:18]1. (6) Given the reactants [CH3:1][N:2]([CH3:15])[C:3]([CH3:14])([CH3:13])[CH2:4][N:5]1[CH:9]=[CH:8][C:7]([N+:10]([O-])=O)=[N:6]1, predict the reaction product. The product is: [CH3:1][N:2]([CH3:15])[C:3]([CH3:13])([CH3:14])[CH2:4][N:5]1[CH:9]=[CH:8][C:7]([NH2:10])=[N:6]1. (7) Given the reactants S(Cl)(Cl)=O.[F:5][C:6]1[CH:11]=[C:10]([N+:12]([O-:14])=[O:13])[CH:9]=[CH:8][C:7]=1[CH2:15][CH2:16][CH2:17][C:18]([OH:20])=O.[CH3:21][N:22](C=O)C, predict the reaction product. The product is: [F:5][C:6]1[CH:11]=[C:10]([N+:12]([O-:14])=[O:13])[CH:9]=[CH:8][C:7]=1[CH2:15][CH2:16][CH2:17][C:18]([NH:22][CH3:21])=[O:20].